This data is from Full USPTO retrosynthesis dataset with 1.9M reactions from patents (1976-2016). The task is: Predict the reactants needed to synthesize the given product. (1) Given the product [Br:10][C:11]1[CH:12]=[N:13][C:14]([O:1][CH2:2][C:3]([O:5][CH2:6][CH3:7])=[O:4])=[N:15][CH:16]=1, predict the reactants needed to synthesize it. The reactants are: [OH:1][CH2:2][C:3]([O:5][CH2:6][CH3:7])=[O:4].[H-].[Na+].[Br:10][C:11]1[CH:12]=[N:13][C:14](Cl)=[N:15][CH:16]=1. (2) Given the product [CH3:18][O:17][C:14]1[CH:15]=[CH:16][C:11]([C:4]([CH:5]2[CH2:6][CH2:7][CH:1]2[C:2]([OH:3])=[O:9])=[O:8])=[CH:12][CH:13]=1, predict the reactants needed to synthesize it. The reactants are: [CH:1]12[CH2:7][CH2:6][CH:5]1[C:4](=[O:8])[O:3][C:2]2=[O:9].C([Mg]Br)[C:11]1[CH:16]=[CH:15][C:14]([O:17][CH3:18])=[CH:13][CH:12]=1. (3) Given the product [CH2:13]([O:20][C:21](=[O:25])[CH:22]([C:23]#[N:24])[C:5]1[CH:4]=[C:3]([CH3:12])[C:2]([F:1])=[CH:7][C:6]=1[N+:8]([O-:10])=[O:9])[C:14]1[CH:19]=[CH:18][CH:17]=[CH:16][CH:15]=1, predict the reactants needed to synthesize it. The reactants are: [F:1][C:2]1[CH:7]=[C:6]([N+:8]([O-:10])=[O:9])[C:5](F)=[CH:4][C:3]=1[CH3:12].[CH2:13]([O:20][C:21](=[O:25])[CH2:22][C:23]#[N:24])[C:14]1[CH:19]=[CH:18][CH:17]=[CH:16][CH:15]=1.C(=O)([O-])[O-].[K+].[K+].Cl. (4) Given the product [NH:1]1[C:5]2=[N:6][CH:7]=[CH:8][C:9]([O:10][C:11]3[CH:16]=[CH:15][C:14]([NH:17][C:18]([NH:20][C:21]4[CH:26]=[CH:25][C:24]([CH:27]=[O:36])=[C:23]([C:29]([F:32])([F:30])[F:31])[CH:22]=4)=[O:19])=[CH:13][CH:12]=3)=[C:4]2[CH:3]=[CH:2]1, predict the reactants needed to synthesize it. The reactants are: [NH:1]1[C:5]2=[N:6][CH:7]=[CH:8][C:9]([O:10][C:11]3[CH:16]=[CH:15][C:14]([NH:17][C:18]([NH:20][C:21]4[CH:26]=[CH:25][C:24]([CH:27]=C)=[C:23]([C:29]([F:32])([F:31])[F:30])[CH:22]=4)=[O:19])=[CH:13][CH:12]=3)=[C:4]2[CH:3]=[CH:2]1.C1C[O:36]CC1. (5) Given the product [CH:16]1[CH:15]=[CH:14][CH:13]=[C:12]2[C:17]=1[C:8]1[N:7]3[O:19][CH2:2][CH2:3][CH2:4][CH2:5][C:6]3=[N:18][C:9]=1[CH:10]=[N:11]2, predict the reactants needed to synthesize it. The reactants are: Cl[CH2:2][CH2:3][CH2:4][CH2:5][C:6]1[N:7]([OH:19])[C:8]2[C:17]3[CH:16]=[CH:15][CH:14]=[CH:13][C:12]=3[N:11]=[CH:10][C:9]=2[N:18]=1.[H-].[Na+].O.